From a dataset of Full USPTO retrosynthesis dataset with 1.9M reactions from patents (1976-2016). Predict the reactants needed to synthesize the given product. (1) Given the product [CH2:2]([C:16]1([OH:22])[CH2:21][CH2:20][CH2:19][CH2:18][CH2:17]1)[CH:1]([CH3:4])[CH3:3], predict the reactants needed to synthesize it. The reactants are: [C:1]([Li])([CH3:4])([CH3:3])[CH3:2].CCCCC.C(I)C(C)C.[C:16]1(=[O:22])[CH2:21][CH2:20][CH2:19][CH2:18][CH2:17]1.Cl. (2) Given the product [F:23][C:3]1[C:2]([C:33]#[C:32][C@@:30]([OH:34])([C:27]2[CH:26]=[C:25]([CH3:24])[O:29][N:28]=2)[CH3:31])=[CH:22][C:6]2[C:7]3[N:8]([C:12]([C:18]([NH:20][CH3:21])=[O:19])=[C:13]([C:15]([NH2:17])=[O:16])[N:14]=3)[CH2:9][CH2:10][O:11][C:5]=2[CH:4]=1, predict the reactants needed to synthesize it. The reactants are: Br[C:2]1[C:3]([F:23])=[CH:4][C:5]2[O:11][CH2:10][CH2:9][N:8]3[C:12]([C:18]([NH:20][CH3:21])=[O:19])=[C:13]([C:15]([NH2:17])=[O:16])[N:14]=[C:7]3[C:6]=2[CH:22]=1.[CH3:24][C:25]1[O:29][N:28]=[C:27]([C@:30]([OH:34])([C:32]#[CH:33])[CH3:31])[CH:26]=1. (3) Given the product [C:21]([C:17]1[CH:16]=[C:15]([NH:14][C:5]2[C:4]3[C:9](=[CH:10][C:11]([O:12][CH3:13])=[C:2]([O:1][S:32]([C:31]([F:44])([F:43])[F:30])(=[O:34])=[O:33])[CH:3]=3)[N:8]=[CH:7][N:6]=2)[CH:20]=[CH:19][CH:18]=1)(=[O:23])[CH3:22], predict the reactants needed to synthesize it. The reactants are: [OH:1][C:2]1[CH:3]=[C:4]2[C:9](=[CH:10][C:11]=1[O:12][CH3:13])[N:8]=[CH:7][N:6]=[C:5]2[NH:14][C:15]1[CH:16]=[C:17]([C:21](=[O:23])[CH3:22])[CH:18]=[CH:19][CH:20]=1.N1C=CC=CC=1.[F:30][C:31]([F:44])([F:43])[S:32](O[S:32]([C:31]([F:44])([F:43])[F:30])(=[O:34])=[O:33])(=[O:34])=[O:33]. (4) Given the product [CH3:1][O:2][C:3]1[CH:4]=[C:5]2[C:9](=[CH:10][CH:11]=1)[N:8]([CH2:12][CH2:13][N:14]1[CH2:19][CH2:18][N:17]([CH3:20])[CH2:16][CH2:15]1)[C:7]([N:21]1[CH2:22][CH2:23][N:24]([CH3:27])[CH2:25][CH2:26]1)=[C:6]2/[CH:28]=[C:41]1\[O:42][C:38]2[CH:37]=[CH:36][C:35]([NH:34][C:32]([NH:31][CH3:30])=[O:33])=[CH:44][C:39]=2[C:40]\1=[O:43], predict the reactants needed to synthesize it. The reactants are: [CH3:1][O:2][C:3]1[CH:4]=[C:5]2[C:9](=[CH:10][CH:11]=1)[N:8]([CH2:12][CH2:13][N:14]1[CH2:19][CH2:18][N:17]([CH3:20])[CH2:16][CH2:15]1)[C:7]([N:21]1[CH2:26][CH2:25][N:24]([CH3:27])[CH2:23][CH2:22]1)=[C:6]2[CH:28]=O.[CH3:30][NH:31][C:32]([NH:34][C:35]1[CH:36]=[CH:37][C:38]2[O:42][CH2:41][C:40](=[O:43])[C:39]=2[CH:44]=1)=[O:33]. (5) Given the product [C:1]([C:4]1[CH:5]=[C:6]([NH:11][C:12](=[O:16])[CH2:13][CH2:14][CH3:15])[CH:7]=[CH:8][C:9]=1[O:10][CH3:17])(=[O:3])[CH3:2], predict the reactants needed to synthesize it. The reactants are: [C:1]([C:4]1[CH:5]=[C:6]([NH:11][C:12](=[O:16])[CH2:13][CH2:14][CH3:15])[CH:7]=[CH:8][C:9]=1[OH:10])(=[O:3])[CH3:2].[C:17](=O)([O-])[O-].[K+].[K+].IC. (6) Given the product [C:16]([Si:20]([O:10][CH2:9][CH2:8][C:3]1[CH:4]=[CH:5][CH:6]=[CH:7][C:2]=1[F:1])([CH3:23])[CH3:22])([CH3:19])([CH3:18])[CH3:17], predict the reactants needed to synthesize it. The reactants are: [F:1][C:2]1[CH:7]=[CH:6][CH:5]=[CH:4][C:3]=1[CH2:8][CH2:9][OH:10].N1C=CN=C1.[C:16]([Si:20]([CH3:23])([CH3:22])Cl)([CH3:19])([CH3:18])[CH3:17]. (7) Given the product [CH2:26]([C:2]1[CH:11]=[CH:10][CH:9]=[C:8]2[C:3]=1[CH2:4][CH2:5][N:6]1[C:16](=[O:17])[CH2:15][N:14]=[C:13]([N:18]3[CH:22]=[C:21]([CH:23]([CH3:25])[CH3:24])[N:20]=[CH:19]3)[CH:12]=[C:7]12)[CH3:27], predict the reactants needed to synthesize it. The reactants are: I[C:2]1[CH:11]=[CH:10][CH:9]=[C:8]2[C:3]=1[CH2:4][CH2:5][N:6]1[C:16](=[O:17])[CH2:15][N:14]=[C:13]([N:18]3[CH:22]=[C:21]([CH:23]([CH3:25])[CH3:24])[N:20]=[CH:19]3)[CH:12]=[C:7]12.[CH2:26]([Zn]CC)[CH3:27]. (8) Given the product [NH:11]1[C:15]2[CH:16]=[CH:17][CH:18]=[CH:19][C:14]=2[N:13]=[C:12]1[CH:8]([NH:9][C:10](=[O:20])[N:24]([C@H:25]1[CH2:30][CH2:29][C@H:28]([OH:31])[CH2:27][CH2:26]1)[CH3:23])[CH2:7][C:6]1[CH:21]=[CH:22][C:3]([O:2][CH3:1])=[CH:4][CH:5]=1, predict the reactants needed to synthesize it. The reactants are: [CH3:1][O:2][C:3]1[CH:22]=[CH:21][C:6]([CH2:7][CH:8]2[C:12]3=[N:13][C:14]4[CH:19]=[CH:18][CH:17]=[CH:16][C:15]=4[N:11]3[C:10](=[O:20])[NH:9]2)=[CH:5][CH:4]=1.[CH3:23][NH:24][C@H:25]1[CH2:30][CH2:29][C@H:28]([OH:31])[CH2:27][CH2:26]1.C(O)(C(F)(F)F)=O. (9) Given the product [CH3:23][O:22][C:8]1[C:7]([C:24]([OH:26])=[O:25])=[CH:6][C:19]2[C:18](=[O:20])[C:17]3[C:12]([C:11](=[O:21])[C:10]=2[CH:9]=1)=[CH:13][CH:14]=[CH:15][CH:16]=3, predict the reactants needed to synthesize it. The reactants are: C(C1C=CC=C(OC)C=1C[C:6]1[C:19]2[C:18](=[O:20])[C:17]3[C:12](=[CH:13][CH:14]=[CH:15][CH:16]=3)[C:11](=[O:21])[C:10]=2[CH:9]=[C:8]([O:22][CH3:23])[C:7]=1[C:24]([O:26]C(C)(C)C)=[O:25])=O.C([Si](OCCC(OCOC)C#C)(C)C)(C)(C)C.